From a dataset of Full USPTO retrosynthesis dataset with 1.9M reactions from patents (1976-2016). Predict the reactants needed to synthesize the given product. (1) The reactants are: [NH2:1][C:2]1[N:6]([CH3:7])[N:5]=[CH:4][C:3]=1[C:8]([OH:10])=O.CCN=C=NCCCN(C)C.Cl.C1C=CC2N(O)N=NC=2C=1.[NH2:33][C:34]1[CH:35]=[C:36]([NH:41][C:42](=[O:53])[C:43]2[CH:48]=[CH:47][CH:46]=[C:45]([C:49]([F:52])([F:51])[F:50])[CH:44]=2)[CH:37]=[CH:38][C:39]=1[CH3:40]. Given the product [CH3:40][C:39]1[CH:38]=[CH:37][C:36]([NH:41][C:42](=[O:53])[C:43]2[CH:48]=[CH:47][CH:46]=[C:45]([C:49]([F:50])([F:51])[F:52])[CH:44]=2)=[CH:35][C:34]=1[NH:33][C:8]([C:3]1[CH:4]=[N:5][N:6]([CH3:7])[C:2]=1[NH2:1])=[O:10], predict the reactants needed to synthesize it. (2) Given the product [NH2:1][C:4]1[CH:5]=[CH:6][C:7]([N:12]2[CH2:17][CH2:16][N:15]([CH:18]3[CH2:19][O:20][CH2:21]3)[CH2:14][CH2:13]2)=[C:8]([CH:11]=1)[C:9]#[N:10], predict the reactants needed to synthesize it. The reactants are: [N+:1]([C:4]1[CH:5]=[CH:6][C:7]([N:12]2[CH2:17][CH2:16][N:15]([CH:18]3[CH2:21][O:20][CH2:19]3)[CH2:14][CH2:13]2)=[C:8]([CH:11]=1)[C:9]#[N:10])([O-])=O. (3) Given the product [OH:10][C:7]1[CH:8]=[CH:9][C:4]([CH2:3][CH2:2][NH:1][C:18](=[O:22])[C:19]([CH3:21])=[CH2:20])=[CH:5][CH:6]=1, predict the reactants needed to synthesize it. The reactants are: [NH2:1][CH2:2][CH2:3][C:4]1[CH:9]=[CH:8][C:7]([OH:10])=[CH:6][CH:5]=1.C(N(CC)CC)C.[C:18](Cl)(=[O:22])[C:19]([CH3:21])=[CH2:20].C(OCC)(=O)C.